Task: Predict the reactants needed to synthesize the given product.. Dataset: Full USPTO retrosynthesis dataset with 1.9M reactions from patents (1976-2016) (1) Given the product [CH3:1][C:2]1[CH:11]=[C:10]2[C:5]([O:6][CH2:7][C:8]3[N:14]=[C:13]([NH:15][C:16]([N:39]4[CH:43]=[CH:42][N:41]=[CH:40]4)=[O:18])[S:12][C:9]=32)=[CH:4][N:3]=1, predict the reactants needed to synthesize it. The reactants are: [CH3:1][C:2]1[CH:11]=[C:10]2[C:5]([O:6][CH2:7][C:8]3[N:14]=[C:13]([NH:15][C:16](=[O:18])C)[S:12][C:9]=32)=[CH:4][N:3]=1.C(C1N=CC2CCC3N=C(NC([N:39]4[CH:43]=[CH:42][N:41]=[CH:40]4)=O)SC=3C=2N=1)(C)(C)C. (2) Given the product [CH3:13][NH:12][C:5]1[CH:4]=[CH:3][C:2]([B:17]2[O:18][C:19]([CH3:21])([CH3:20])[C:15]([CH3:31])([CH3:14])[O:16]2)=[CH:11][C:6]=1[C:7]([O:9][CH3:10])=[O:8], predict the reactants needed to synthesize it. The reactants are: I[C:2]1[CH:3]=[CH:4][C:5]([NH:12][CH3:13])=[C:6]([CH:11]=1)[C:7]([O:9][CH3:10])=[O:8].[CH3:14][C:15]1([CH3:31])[C:19]([CH3:21])([CH3:20])[O:18][B:17]([B:17]2[O:18][C:19]([CH3:21])([CH3:20])[C:15]([CH3:31])([CH3:14])[O:16]2)[O:16]1.C([O-])(=O)C.[K+].C(Cl)Cl.